From a dataset of Reaction yield outcomes from USPTO patents with 853,638 reactions. Predict the reaction yield, written as a fraction of the theoretical maximum amount of product (1.0 means a 100% yield; for example, 0.34 means a 34% yield). (1) The reactants are [Cl:1][C:2]1[C:3]([O:31][CH3:32])=[CH:4][CH:5]=[C:6]2[C:11]=1[N:10]=[C:9]([N:12]1[CH:16]=[CH:15][C:14]([C:17]([F:20])([F:19])[F:18])=[N:13]1)[CH:8]=[C:7]2[O:21]CC1C=CC(OC)=CC=1.[Na+].[I-].O.Cl. The catalyst is C(#N)C. The product is [Cl:1][C:2]1[C:3]([O:31][CH3:32])=[CH:4][CH:5]=[C:6]2[C:11]=1[N:10]=[C:9]([N:12]1[CH:16]=[CH:15][C:14]([C:17]([F:19])([F:20])[F:18])=[N:13]1)[CH:8]=[C:7]2[OH:21]. The yield is 0.960. (2) The yield is 0.820. The reactants are [N:1]12[CH2:8][CH2:7][CH:4]([CH2:5][CH2:6]1)[CH:3]([OH:9])[CH2:2]2.[H-].[Na+].[Br:12][C:13]1[CH:18]=[CH:17][CH:16]=[CH:15][C:14]=1[N:19]=[C:20]=[O:21]. The product is [Br:12][C:13]1[CH:18]=[CH:17][CH:16]=[CH:15][C:14]=1[NH:19][C:20](=[O:21])[O:9][CH:3]1[CH:4]2[CH2:7][CH2:8][N:1]([CH2:6][CH2:5]2)[CH2:2]1. The catalyst is C1COCC1. (3) The reactants are Cl[C:2]1[C:3]2[N:11]=[C:10]([NH:12]C(=O)OCC)[S:9][C:4]=2[N:5]=[C:6]([CH3:8])[N:7]=1.[CH3:18][O-:19].[Na+].CO. The catalyst is O. The product is [CH3:18][O:19][C:2]1[C:3]2[N:11]=[C:10]([NH2:12])[S:9][C:4]=2[N:5]=[C:6]([CH3:8])[N:7]=1. The yield is 0.556. (4) The reactants are [C:1]([O:5][C:6]([N:8]1[CH2:13][CH2:12][CH:11]([N:14]([C:22]([O:24][C:25]([CH3:28])([CH3:27])[CH3:26])=[O:23])[C:15]2[CH:20]=[CH:19][C:18]([OH:21])=[CH:17][N:16]=2)[CH2:10][CH2:9]1)=[O:7])([CH3:4])([CH3:3])[CH3:2].C(=O)([O-])[O-].[K+].[K+].Br[CH2:36][C:37]#[N:38]. The catalyst is C(#N)C. The product is [C:1]([O:5][C:6]([N:8]1[CH2:13][CH2:12][CH:11]([N:14]([C:22]([O:24][C:25]([CH3:28])([CH3:27])[CH3:26])=[O:23])[C:15]2[CH:20]=[CH:19][C:18]([O:21][CH2:36][C:37]#[N:38])=[CH:17][N:16]=2)[CH2:10][CH2:9]1)=[O:7])([CH3:4])([CH3:3])[CH3:2]. The yield is 1.00. (5) The reactants are Cl[C:2]1[N:7]=[C:6]([NH:8][C:9]2[CH:10]=[C:11]3[C:15](=[CH:16][CH:17]=2)[NH:14][CH:13]=[CH:12]3)[CH:5]=[N:4][CH:3]=1.[N:18]1[CH:23]=[CH:22][C:21](B(O)O)=[CH:20][CH:19]=1.C(=O)([O-])[O-].[Na+].[Na+]. The catalyst is COCCOC.O.C1C=CC([P]([Pd]([P](C2C=CC=CC=2)(C2C=CC=CC=2)C2C=CC=CC=2)([P](C2C=CC=CC=2)(C2C=CC=CC=2)C2C=CC=CC=2)[P](C2C=CC=CC=2)(C2C=CC=CC=2)C2C=CC=CC=2)(C2C=CC=CC=2)C2C=CC=CC=2)=CC=1. The product is [N:18]1[CH:23]=[CH:22][C:21]([C:2]2[N:7]=[C:6]([NH:8][C:9]3[CH:10]=[C:11]4[C:15](=[CH:16][CH:17]=3)[NH:14][CH:13]=[CH:12]4)[CH:5]=[N:4][CH:3]=2)=[CH:20][CH:19]=1. The yield is 0.310. (6) The reactants are Cl[C:2]1[CH:7]=[C:6]([NH:8][C@@H:9]2[CH2:14][CH2:13][C@H:12]([C:15]([OH:17])=[O:16])[CH2:11][CH2:10]2)[C:5]([N+:18]([O-:20])=[O:19])=[CH:4][N:3]=1.[CH2:21]([O:28][CH2:29][CH2:30][OH:31])[C:22]1[CH:27]=[CH:26][CH:25]=[CH:24][CH:23]=1.C(=O)([O-])[O-].[Cs+].[Cs+].[CH2:38]1OCCOCCOCCOCCOCCO[CH2:39]1.S(Cl)(Cl)=O. The catalyst is C1(C)C=CC=CC=1. The product is [CH2:21]([O:28][CH2:29][CH2:30][O:31][C:2]1[CH:7]=[C:6]([NH:8][C@@H:9]2[CH2:14][CH2:13][C@H:12]([C:15]([O:17][CH2:38][CH3:39])=[O:16])[CH2:11][CH2:10]2)[C:5]([N+:18]([O-:20])=[O:19])=[CH:4][N:3]=1)[C:22]1[CH:27]=[CH:26][CH:25]=[CH:24][CH:23]=1. The yield is 0.760. (7) The reactants are [OH:1][C:2]1[CH:9]=[CH:8][C:5]([CH:6]=[O:7])=[CH:4][CH:3]=1.Br[CH2:11][CH2:12][CH2:13][CH2:14][CH2:15][CH2:16][CH2:17][CH2:18][CH2:19][CH2:20][CH2:21][CH3:22].C(=O)([O-])[O-].[K+].[K+]. The catalyst is CN(C)C=O. The product is [CH2:22]([O:1][C:2]1[CH:9]=[CH:8][C:5]([CH:6]=[O:7])=[CH:4][CH:3]=1)[CH2:21][CH2:20][CH2:19][CH2:18][CH2:17][CH2:16][CH2:15][CH2:14][CH2:13][CH2:12][CH3:11]. The yield is 0.990. (8) The catalyst is O1CCCC1.[Zn]. The product is [CH3:20][Si:19]([CH3:22])([CH3:21])[CH2:18][CH2:17][O:16][CH2:15][N:6]1[C:7]2[CH:12]=[N:11][C:10]([C:13]#[N:14])=[CH:9][C:8]=2[C:4]2[CH:3]=[CH:2][CH:24]=[N:23][C:5]1=2. The yield is 0.800. The reactants are Br[C:2]1[CH:24]=[N:23][C:5]2[N:6]([CH2:15][O:16][CH2:17][CH2:18][Si:19]([CH3:22])([CH3:21])[CH3:20])[C:7]3[CH:12]=[N:11][C:10]([C:13]#[N:14])=[CH:9][C:8]=3[C:4]=2[CH:3]=1.C([O-])=O.[NH4+]. (9) The reactants are C1(C2C(O)=[N:6][CH:7]=[N:8][C:9]=2O)CC1.O=P(Cl)(Cl)[Cl:14].CCN([CH:23]([CH3:25])[CH3:24])C(C)C.Cl[CH2:27][CH2:28][Cl:29]. No catalyst specified. The product is [Cl:29][C:28]1[C:27]([CH:23]2[CH2:25][CH2:24]2)=[C:9]([Cl:14])[N:8]=[CH:7][N:6]=1. The yield is 0.780.